Predict the product of the given reaction. From a dataset of Forward reaction prediction with 1.9M reactions from USPTO patents (1976-2016). (1) Given the reactants [NH2:1][C:2]1[C:3]([F:15])=[C:4]([NH:9][S:10]([CH2:13][CH3:14])(=[O:12])=[O:11])[CH:5]=[CH:6][C:7]=1[F:8].[H-].[Na+].[CH3:18][O:19][C:20]1[CH:27]=[CH:26][C:23]([CH2:24]Cl)=[CH:22][CH:21]=1, predict the reaction product. The product is: [NH2:1][C:2]1[C:3]([F:15])=[C:4]([N:9]([CH2:24][C:23]2[CH:26]=[CH:27][C:20]([O:19][CH3:18])=[CH:21][CH:22]=2)[S:10]([CH2:13][CH3:14])(=[O:12])=[O:11])[CH:5]=[CH:6][C:7]=1[F:8]. (2) Given the reactants [F:1][C:2]1[CH:7]=[C:6]([F:8])[CH:5]=[CH:4][C:3]=1[N:9]1[C:13]([C:14]2[CH:19]=[CH:18][C:17]([N+:20]([O-])=[O:21])=[CH:16][CH:15]=2)=[CH:12][CH:11]=[N:10]1.[F:23][C:24]([F:35])([F:34])[C:25]1[CH:30]=[CH:29][C:28]([CH2:31]C#N)=[CH:27][CH:26]=1, predict the reaction product. The product is: [F:1][C:2]1[CH:7]=[C:6]([F:8])[CH:5]=[CH:4][C:3]=1[N:9]1[C:13]([C:14]2[CH:19]=[CH:18][C:17]3=[N:20][O:21][C:31]([C:28]4[CH:27]=[CH:26][C:25]([C:24]([F:23])([F:34])[F:35])=[CH:30][CH:29]=4)=[C:16]3[CH:15]=2)=[CH:12][CH:11]=[N:10]1. (3) Given the reactants [Cl:1][C:2]1[CH:7]=[C:6]([Cl:8])[CH:5]=[CH:4][C:3]=1[C@@:9]1([CH2:33][N:34]2[CH:38]=[CH:37][N:36]=[CH:35]2)[O:13][C@H:12]([CH2:14][O:15][C:16]2[CH:21]=[CH:20][C:19]([N:22]3[CH2:27][CH2:26][N:25](C(NCC)=O)[CH2:24][CH2:23]3)=[CH:18][CH:17]=2)[CH2:11][O:10]1.[CH3:39][O:40][C:41](=[O:53])[C@@H:42]([N:50]=[C:51]=[O:52])[CH2:43][C:44]1[CH:49]=[CH:48][CH:47]=[CH:46][CH:45]=1.C(N=C=O)C, predict the reaction product. The product is: [Cl:1][C:2]1[CH:7]=[C:6]([Cl:8])[CH:5]=[CH:4][C:3]=1[C@@:9]1([CH2:33][N:34]2[CH:38]=[CH:37][N:36]=[CH:35]2)[O:13][C@H:12]([CH2:14][O:15][C:16]2[CH:17]=[CH:18][C:19]([N:22]3[CH2:23][CH2:24][N:25]([C:51]([NH:50][C@@H:42]([CH2:43][C:44]4[CH:45]=[CH:46][CH:47]=[CH:48][CH:49]=4)[C:41]([O:40][CH3:39])=[O:53])=[O:52])[CH2:26][CH2:27]3)=[CH:20][CH:21]=2)[CH2:11][O:10]1. (4) Given the reactants [CH3:1][N:2]1[C:6]([CH3:7])=[C:5]([C:8]2[CH:9]=[C:10]([CH:13]=[CH:14][CH:15]=2)[CH:11]=[O:12])[C:4]([CH3:16])=[N:3]1.[BH4-].[Na+].C(O)(=O)CC(CC(O)=O)(C(O)=O)O, predict the reaction product. The product is: [CH3:1][N:2]1[C:6]([CH3:7])=[C:5]([C:8]2[CH:9]=[C:10]([CH2:11][OH:12])[CH:13]=[CH:14][CH:15]=2)[C:4]([CH3:16])=[N:3]1. (5) Given the reactants [Cl:1][C:2]1[N:7]2[N:8]=[C:9]([C:15]3[CH:20]=[CH:19][CH:18]=[C:17]([CH3:21])[CH:16]=3)[C:10]([C:11](=O)[C:12]#[CH:13])=[C:6]2[CH:5]=[CH:4][CH:3]=1.Cl.[CH:23]1([NH:28][C:29]([NH2:31])=[NH:30])[CH2:27][CH2:26][CH2:25][CH2:24]1.C(=O)([O-])[O-].[K+].[K+].CCOCC, predict the reaction product. The product is: [Cl:1][C:2]1[N:7]2[N:8]=[C:9]([C:15]3[CH:20]=[CH:19][CH:18]=[C:17]([CH3:21])[CH:16]=3)[C:10]([C:11]3[CH:12]=[CH:13][N:31]=[C:29]([NH:28][CH:23]4[CH2:27][CH2:26][CH2:25][CH2:24]4)[N:30]=3)=[C:6]2[CH:5]=[CH:4][CH:3]=1. (6) Given the reactants [OH:1][CH:2]([CH2:6][CH:7]([CH3:9])[CH3:8])[C:3]([OH:5])=O.C(Cl)CCl.C1C=CC2N(O)N=NC=2C=1.Cl.[NH2:25][CH:26]([CH2:30][O:31][CH2:32][C:33]1[CH:38]=[CH:37][CH:36]=[CH:35][CH:34]=1)[C:27]([NH2:29])=[O:28].CN1CCOCC1, predict the reaction product. The product is: [CH2:32]([O:31][CH2:30][CH:26]([NH:25][C:3](=[O:5])[CH:2]([OH:1])[CH2:6][CH:7]([CH3:9])[CH3:8])[C:27](=[O:28])[NH2:29])[C:33]1[CH:38]=[CH:37][CH:36]=[CH:35][CH:34]=1.